The task is: Predict the reaction yield, written as a fraction of the theoretical maximum amount of product (1.0 means a 100% yield; for example, 0.34 means a 34% yield).. This data is from Reaction yield outcomes from USPTO patents with 853,638 reactions. (1) The reactants are [F:1][C:2]1[CH:7]=[C:6]([F:8])[CH:5]=[C:4]([CH2:9][CH2:10][OH:11])[C:3]=1[OH:12].C([O-])([O-])=O.[K+].[K+].Br[CH2:20][C:21]1[CH:26]=[CH:25][CH:24]=[CH:23][CH:22]=1.O. The catalyst is CC(C)=O. The product is [CH2:20]([O:12][C:3]1[C:2]([F:1])=[CH:7][C:6]([F:8])=[CH:5][C:4]=1[CH2:9][CH2:10][OH:11])[C:21]1[CH:26]=[CH:25][CH:24]=[CH:23][CH:22]=1. The yield is 0.790. (2) The reactants are [CH3:1][O:2][C:3]1[CH:15]=[CH:14][C:6]([CH2:7][N:8]2[C:12]([NH2:13])=[CH:11][CH:10]=[N:9]2)=[CH:5][CH:4]=1.C([O:18][CH:19]=[C:20]([C:26](OCC)=O)[C:21]([O:23][CH2:24][CH3:25])=[O:22])C. No catalyst specified. The product is [OH:18][C:19]1[C:20]([C:21]([O:23][CH2:24][CH3:25])=[O:22])=[CH:26][N:13]=[C:12]2[N:8]([CH2:7][C:6]3[CH:5]=[CH:4][C:3]([O:2][CH3:1])=[CH:15][CH:14]=3)[N:9]=[CH:10][C:11]=12. The yield is 0.620. (3) The reactants are C(P1(=O)OP(CCC)(=O)OP(CCC)(=O)O1)CC.[N:19]1[S:23][N:22]=[C:21]2[CH:24]=[C:25]([CH2:28][C:29]([OH:31])=O)[CH:26]=[CH:27][C:20]=12.[CH3:32][NH:33][CH3:34].C(=O)(O)[O-].[Na+]. The catalyst is C1COCC1.C(N(CC)CC)C. The product is [N:19]1[S:23][N:22]=[C:21]2[CH:24]=[C:25]([CH2:28][C:29]([N:33]([CH3:34])[CH3:32])=[O:31])[CH:26]=[CH:27][C:20]=12. The yield is 0.530. (4) The reactants are [CH3:1][O:2][C:3]1[CH:19]=[CH:18][C:6]([CH2:7][O:8][C:9]2[CH:10]=[C:11]([CH:15]=[CH:16][CH:17]=2)[C:12]([OH:14])=O)=[CH:5][CH:4]=1.S(Cl)(Cl)=O.[NH2:24][C:25]1[CH:30]=[CH:29][CH:28]=[CH:27][C:26]=1[S:31]([NH2:34])(=[O:33])=[O:32]. The catalyst is C1C=CC=CC=1. The product is [CH3:1][O:2][C:3]1[CH:4]=[CH:5][C:6]([CH2:7][O:8][C:9]2[CH:10]=[C:11]([CH:15]=[CH:16][CH:17]=2)[C:12]([NH:24][C:25]2[CH:30]=[CH:29][CH:28]=[CH:27][C:26]=2[S:31](=[O:33])(=[O:32])[NH2:34])=[O:14])=[CH:18][CH:19]=1. The yield is 0.310. (5) The reactants are [OH:1][C:2]1[CH:7]=[CH:6][C:5]([CH2:8][C:9](=[O:11])[CH3:10])=[CH:4][CH:3]=1.Br[CH2:13][C:14]([O:16][CH2:17][CH3:18])=[O:15].C(=O)([O-])[O-].[K+].[K+]. The catalyst is C(#N)C. The product is [O:11]=[C:9]([CH3:10])[CH2:8][C:5]1[CH:4]=[CH:3][C:2]([O:1][CH2:13][C:14]([O:16][CH2:17][CH3:18])=[O:15])=[CH:7][CH:6]=1. The yield is 1.00. (6) The reactants are [C:1]1([C:6]2[N:10]3[CH2:11][CH2:12][N:13]([CH3:15])[CH2:14][C:9]3=[C:8]([C:16]([NH:18][C@@H:19]([C:24]([CH3:27])([CH3:26])[CH3:25])[C:20]([NH:22][CH3:23])=[O:21])=[O:17])[N:7]=2)[CH2:5][CH2:4][CH2:3][CH:2]=1. The catalyst is [Pd].CO. The product is [CH:1]1([C:6]2[N:10]3[CH2:11][CH2:12][N:13]([CH3:15])[CH2:14][C:9]3=[C:8]([C:16]([NH:18][C@@H:19]([C:24]([CH3:27])([CH3:26])[CH3:25])[C:20]([NH:22][CH3:23])=[O:21])=[O:17])[N:7]=2)[CH2:2][CH2:3][CH2:4][CH2:5]1. The yield is 0.780. (7) The reactants are [NH2:1][C:2]1[CH:3]=[C:4]([CH:26]=[CH:27][CH:28]=1)[O:5][C:6]1[N:11]=[CH:10][N:9]=[C:8]([NH2:12])[C:7]=1[C:13]1[CH:18]=[CH:17][C:16]([O:19][C:20]2[CH:25]=[CH:24][CH:23]=[CH:22][CH:21]=2)=[CH:15][CH:14]=1.[O:29]1[CH2:34][CH2:33][N:32]([CH2:35]/[CH:36]=[CH:37]/[C:38](O)=[O:39])[CH2:31][CH2:30]1. No catalyst specified. The product is [NH2:12][C:8]1[N:9]=[CH:10][N:11]=[C:6]([O:5][C:4]2[CH:3]=[C:2]([NH:1][C:38](=[O:39])/[CH:37]=[CH:36]/[CH2:35][N:32]3[CH2:31][CH2:30][O:29][CH2:34][CH2:33]3)[CH:28]=[CH:27][CH:26]=2)[C:7]=1[C:13]1[CH:14]=[CH:15][C:16]([O:19][C:20]2[CH:25]=[CH:24][CH:23]=[CH:22][CH:21]=2)=[CH:17][CH:18]=1. The yield is 0.190.